Task: Predict which catalyst facilitates the given reaction.. Dataset: Catalyst prediction with 721,799 reactions and 888 catalyst types from USPTO (1) Reactant: Cl.[NH:2](C(OC(C)(C)C)=O)[C@H:3]([C:8]([NH:10][C@H:11]([C:16]([NH:18][C@H:19]([C:35]([O:37][CH2:38][C:39]1[CH:44]=[CH:43][CH:42]=[CH:41][CH:40]=1)=[O:36])[CH2:20][CH2:21][CH2:22][CH2:23][NH:24][C:25]([O:27][CH2:28][C:29]1[CH:34]=[CH:33][CH:32]=[CH:31][CH:30]=1)=[O:26])=[O:17])[CH2:12][CH:13]([CH3:15])[CH3:14])=[O:9])[CH2:4][CH:5]([CH3:7])[CH3:6].COC(C)(C)C. Product: [NH2:2][C@H:3]([C:8]([NH:10][C@H:11]([C:16]([NH:18][C@H:19]([C:35]([O:37][CH2:38][C:39]1[CH:40]=[CH:41][CH:42]=[CH:43][CH:44]=1)=[O:36])[CH2:20][CH2:21][CH2:22][CH2:23][NH:24][C:25]([O:27][CH2:28][C:29]1[CH:34]=[CH:33][CH:32]=[CH:31][CH:30]=1)=[O:26])=[O:17])[CH2:12][CH:13]([CH3:15])[CH3:14])=[O:9])[CH2:4][CH:5]([CH3:7])[CH3:6]. The catalyst class is: 13. (2) Reactant: [NH2:1][C:2]1[N:7]=[C:6]([CH2:8][OH:9])[CH:5]=[CH:4][N:3]=1.[Si:10](Cl)([C:13]([CH3:16])([CH3:15])[CH3:14])([CH3:12])[CH3:11].N1C=CN=C1. Product: [NH2:1][C:2]1[N:7]=[C:6]([CH2:8][O:9][Si:10]([C:13]([CH3:16])([CH3:15])[CH3:14])([CH3:12])[CH3:11])[CH:5]=[CH:4][N:3]=1. The catalyst class is: 42. (3) Reactant: [C:1]([O:5][C:6](=[O:12])[NH:7][CH2:8][CH:9]1[CH2:11][O:10]1)([CH3:4])([CH3:3])[CH3:2].[CH3:13][NH2:14].C1COCC1. Product: [C:1]([O:5][C:6](=[O:12])[NH:7][CH2:8][CH:9]([OH:10])[CH2:11][NH:14][CH3:13])([CH3:4])([CH3:3])[CH3:2]. The catalyst class is: 8. (4) Reactant: FC(F)(F)C(O)=O.[NH2:8][C@H:9]1[CH2:14][CH2:13][C@H:12]([C:15]#[N:16])[CH2:11][CH2:10]1.[C:17]1([S:23]([N:26]2[C:30]3=[N:31][CH:32]=[C:33]([N+:36]([O-:38])=[O:37])[C:34](Cl)=[C:29]3[CH:28]=[CH:27]2)(=[O:25])=[O:24])[CH:22]=[CH:21][CH:20]=[CH:19][CH:18]=1.C(N(C(C)C)CC)(C)C. Product: [C:17]1([S:23]([N:26]2[C:30]3=[N:31][CH:32]=[C:33]([N+:36]([O-:38])=[O:37])[C:34]([NH:8][C@H:9]4[CH2:14][CH2:13][C@H:12]([C:15]#[N:16])[CH2:11][CH2:10]4)=[C:29]3[CH:28]=[CH:27]2)(=[O:24])=[O:25])[CH:18]=[CH:19][CH:20]=[CH:21][CH:22]=1. The catalyst class is: 41. (5) Reactant: Cl[CH2:2][C:3]([O:5][CH2:6][CH3:7])=[O:4].[CH2:8]([NH:15][CH2:16][C:17]1[CH:22]=[CH:21][CH:20]=[CH:19][CH:18]=1)[C:9]1[CH:14]=[CH:13][CH:12]=[CH:11][CH:10]=1. Product: [CH2:16]([N:15]([CH2:8][C:9]1[CH:14]=[CH:13][CH:12]=[CH:11][CH:10]=1)[CH2:2][C:3]([O:5][CH2:6][CH3:7])=[O:4])[C:17]1[CH:22]=[CH:21][CH:20]=[CH:19][CH:18]=1. The catalyst class is: 14. (6) Reactant: [CH2:1]([C:4]1[CH:13]=[CH:12][C:11]2[CH2:10][CH2:9][CH2:8][CH2:7][C:6]=2[C:5]=1[OH:14])[CH:2]=[CH2:3].C(=O)([O-])[O-].[K+].[K+].[CH2:21](Br)[C:22]1[CH:27]=[CH:26][CH:25]=[CH:24][CH:23]=1.C(OC1C2CCCC=2C=CC=1CC=C)C1C=CC=CC=1. Product: [CH2:21]([O:14][C:5]1[C:6]2[CH2:7][CH2:8][CH2:9][CH2:10][C:11]=2[CH:12]=[CH:13][C:4]=1[CH2:1][CH:2]=[CH2:3])[C:22]1[CH:27]=[CH:26][CH:25]=[CH:24][CH:23]=1. The catalyst class is: 682. (7) Reactant: [CH3:1][C:2]1[NH:3][C:4]([CH3:22])=[C:5]2[C:10]=1[C:9]([CH2:11][C:12]1[CH:13]=[C:14]([CH:18]=[CH:19][CH:20]=1)[C:15]([OH:17])=O)=[N:8][NH:7][C:6]2=[O:21].[CH2:23]([O:25][CH:26]1[CH2:31][CH2:30][NH:29][CH2:28][CH2:27]1)[CH3:24].C(N(CC)CC)C. Product: [CH2:23]([O:25][CH:26]1[CH2:31][CH2:30][N:29]([C:15]([C:14]2[CH:13]=[C:12]([CH:20]=[CH:19][CH:18]=2)[CH2:11][C:9]2[C:10]3[C:5](=[C:4]([CH3:22])[NH:3][C:2]=3[CH3:1])[C:6](=[O:21])[NH:7][N:8]=2)=[O:17])[CH2:28][CH2:27]1)[CH3:24]. The catalyst class is: 3.